Dataset: Forward reaction prediction with 1.9M reactions from USPTO patents (1976-2016). Task: Predict the product of the given reaction. (1) Given the reactants [Cl:1][CH2:2][C:3]1[N:4]=[C:5]2[CH:13]=[CH:12][CH:11]=[CH:10][N:6]2[C:7](=[O:9])[CH:8]=1.[Br:14]NC(=O)CCC(N)=O.C(O)(=O)C.O, predict the reaction product. The product is: [Br:14][C:8]1[C:7](=[O:9])[N:6]2[CH:10]=[CH:11][CH:12]=[CH:13][C:5]2=[N:4][C:3]=1[CH2:2][Cl:1]. (2) The product is: [CH3:16][O:10][C:9](=[O:11])[CH2:8][C:4]1[CH:5]=[CH:6][CH:7]=[C:2]([Br:1])[CH:3]=1. Given the reactants [Br:1][C:2]1[CH:3]=[C:4]([CH2:8][C:9]([OH:11])=[O:10])[CH:5]=[CH:6][CH:7]=1.S(Cl)(Cl)=O.[CH3:16]O, predict the reaction product. (3) The product is: [F:1][C:2]1[CH:7]=[CH:6][CH:5]=[CH:4][C:3]=1[N:8]1[C:16]2[C:11](=[C:12]([N:17]3[CH2:21][CH2:20][N:19]([CH2:26][C:27]4[CH:32]=[N:31][CH:30]=[CH:29][N:28]=4)[C:18]3=[O:22])[CH:13]=[CH:14][CH:15]=2)[CH:10]=[N:9]1. Given the reactants [F:1][C:2]1[CH:7]=[CH:6][CH:5]=[CH:4][C:3]=1[N:8]1[C:16]2[C:11](=[C:12]([N:17]3[CH2:21][CH2:20][NH:19][C:18]3=[O:22])[CH:13]=[CH:14][CH:15]=2)[CH:10]=[N:9]1.[H-].[Na+].Cl[CH2:26][C:27]1[CH:32]=[N:31][CH:30]=[CH:29][N:28]=1, predict the reaction product.